This data is from Forward reaction prediction with 1.9M reactions from USPTO patents (1976-2016). The task is: Predict the product of the given reaction. Given the reactants [N:1]1([C:6]2[CH:11]=[CH:10][C:9]([CH:12]3[CH2:17][CH2:16][N:15]([C:18]([C:20]4[CH:21]=[CH:22][C:23]([CH3:36])=[C:24]([NH:26][C:27](=[O:35])[C:28]5[CH:33]=[CH:32][C:31](Cl)=[N:30][CH:29]=5)[CH:25]=4)=[O:19])[CH2:14][C:13]3([CH3:38])[CH3:37])=[CH:8][CH:7]=2)[CH:5]=[CH:4][N:3]=[CH:2]1.[CH:39]([NH2:42])([CH3:41])[CH3:40].C([O-])([O-])=O.[Na+].[Na+], predict the reaction product. The product is: [N:1]1([C:6]2[CH:11]=[CH:10][C:9]([CH:12]3[CH2:17][CH2:16][N:15]([C:18]([C:20]4[CH:21]=[CH:22][C:23]([CH3:36])=[C:24]([NH:26][C:27](=[O:35])[C:28]5[CH:33]=[CH:32][C:31]([NH:42][CH:39]([CH3:41])[CH3:40])=[N:30][CH:29]=5)[CH:25]=4)=[O:19])[CH2:14][C:13]3([CH3:38])[CH3:37])=[CH:8][CH:7]=2)[CH:5]=[CH:4][N:3]=[CH:2]1.